Dataset: Full USPTO retrosynthesis dataset with 1.9M reactions from patents (1976-2016). Task: Predict the reactants needed to synthesize the given product. (1) Given the product [Br:8][CH2:22][C:20]([C:15]1[CH:14]=[N:13][C:12]2[C:17](=[CH:18][CH:19]=[C:10]([Br:9])[CH:11]=2)[N:16]=1)=[O:21], predict the reactants needed to synthesize it. The reactants are: C1C(=O)N([Br:8])C(=O)C1.[Br:9][C:10]1[CH:11]=[C:12]2[C:17](=[CH:18][CH:19]=1)[N:16]=[C:15]([C:20]([O:22]CC)=[CH2:21])[CH:14]=[N:13]2. (2) Given the product [CH3:11][O:12][C:13](=[O:43])[C@H:14]([CH2:23][C:24]1[CH:25]=[CH:26][C:27]([C:2]2[C:3](=[O:10])[N:4]([CH3:9])[CH:5]=[C:6]([Cl:8])[CH:7]=2)=[CH:28][CH:29]=1)[NH:15][C:16]([O:18][C:19]([CH3:22])([CH3:20])[CH3:21])=[O:17], predict the reactants needed to synthesize it. The reactants are: Br[C:2]1[C:3](=[O:10])[N:4]([CH3:9])[CH:5]=[C:6]([Cl:8])[CH:7]=1.[CH3:11][O:12][C:13](=[O:43])[C@H:14]([CH2:23][C:24]1[CH:29]=[CH:28][C:27]([Sn](CCCC)(CCCC)CCCC)=[CH:26][CH:25]=1)[NH:15][C:16]([O:18][C:19]([CH3:22])([CH3:21])[CH3:20])=[O:17]. (3) The reactants are: Cl[C:2]1[N:7]=[C:6]([CH3:8])[N:5]=[C:4]([NH:9][C:10](=[O:16])[O:11][C:12]([CH3:15])([CH3:14])[CH3:13])[CH:3]=1.CC1(C)C(C)(C)OB([C:25]2[CH:30]=[CH:29][N:28]=[CH:27][C:26]=2[NH2:31])O1. Given the product [NH2:31][C:26]1[CH:27]=[N:28][CH:29]=[CH:30][C:25]=1[C:2]1[N:7]=[C:6]([CH3:8])[N:5]=[C:4]([NH:9][C:10](=[O:16])[O:11][C:12]([CH3:15])([CH3:14])[CH3:13])[CH:3]=1, predict the reactants needed to synthesize it. (4) Given the product [CH3:1][C:2]1[CH:7]=[C:6]([NH:8][C:23]([C:25]2[N:26]=[C:27]([CH3:37])[S:28][C:29]=2[NH:30][C:31]2[CH:32]=[N:33][CH:34]=[CH:35][CH:36]=2)=[O:22])[CH:5]=[CH:4][N:3]=1, predict the reactants needed to synthesize it. The reactants are: [CH3:1][C:2]1[CH:7]=[C:6]([NH2:8])[CH:5]=[CH:4][N:3]=1.C[Al](C)C.CCCCCCC.C([O:22][C:23]([C:25]1[N:26]=[C:27]([CH3:37])[S:28][C:29]=1[NH:30][C:31]1[CH:32]=[N:33][CH:34]=[CH:35][CH:36]=1)=O)C. (5) Given the product [S:1]1[C:5]2[CH:6]=[CH:7][CH:8]=[CH:9][C:4]=2[C:3]([N:10]2[CH2:11][CH2:12][N:13]([CH2:16][CH2:17][CH2:18][C:19]3[CH:20]=[CH:21][C:22]([NH:25][C:33](=[O:36])[CH:34]=[CH2:35])=[CH:23][CH:24]=3)[CH2:14][CH2:15]2)=[N:2]1, predict the reactants needed to synthesize it. The reactants are: [S:1]1[C:5]2[CH:6]=[CH:7][CH:8]=[CH:9][C:4]=2[C:3]([N:10]2[CH2:15][CH2:14][N:13]([CH2:16][CH2:17][CH2:18][C:19]3[CH:24]=[CH:23][C:22]([NH2:25])=[CH:21][CH:20]=3)[CH2:12][CH2:11]2)=[N:2]1.C(N(CC)CC)C.[C:33](Cl)(=[O:36])[CH:34]=[CH2:35]. (6) The reactants are: [Cl:1][C:2]1[CH:3]=[N:4][N:5]([C:7]2[CH:12]=[CH:11][N:10]=[CH:9][C:8]=2[N:13]2[CH2:18][CH2:17][CH:16]([C:19]([OH:21])=O)[CH2:15][CH2:14]2)[CH:6]=1.Cl.[CH3:23][O:24][C@H:25]1[CH2:29][CH2:28][NH:27][CH2:26]1.CN(C(ON1N=NC2C=CC=NC1=2)=[N+](C)C)C.F[P-](F)(F)(F)(F)F.C(N(CC)CC)C. Given the product [Cl:1][C:2]1[CH:3]=[N:4][N:5]([C:7]2[CH:12]=[CH:11][N:10]=[CH:9][C:8]=2[N:13]2[CH2:14][CH2:15][CH:16]([C:19]([N:27]3[CH2:28][CH2:29][C@H:25]([O:24][CH3:23])[CH2:26]3)=[O:21])[CH2:17][CH2:18]2)[CH:6]=1, predict the reactants needed to synthesize it.